From a dataset of Forward reaction prediction with 1.9M reactions from USPTO patents (1976-2016). Predict the product of the given reaction. (1) The product is: [Br:1][C:2]1[CH:3]=[CH:4][C:5]2[N:13]=[CH:14][N:8]([CH2:9][CH:10]([CH3:11])[CH3:12])[C:6]=2[CH:7]=1. Given the reactants [Br:1][C:2]1[CH:7]=[C:6]([NH:8][CH2:9][CH:10]([CH3:12])[CH3:11])[C:5]([NH2:13])=[CH:4][CH:3]=1.[CH:14](O)=O, predict the reaction product. (2) Given the reactants [H-].[Na+].[CH3:3][CH:4]([C:10]([O:12][CH2:13][CH3:14])=[O:11])[C:5]([O:7][CH2:8][CH3:9])=[O:6].Cl[C:16]1[CH:21]=[CH:20][N:19]=[C:18](CCl)[CH:17]=1.[C:24](=O)([O-])O.[Na+], predict the reaction product. The product is: [CH3:3][C:4]([CH2:24][C:16]1[CH:17]=[CH:18][N:19]=[CH:20][CH:21]=1)([C:5]([O:7][CH2:8][CH3:9])=[O:6])[C:10]([O:12][CH2:13][CH3:14])=[O:11]. (3) Given the reactants [CH3:1][O:2][C:3]1[C:4]2[C:20]3[C:11](=[C:12]4[C:17](=[CH:18][CH:19]=3)[NH:16][C:15]([CH3:22])([CH3:21])[CH:14]=[C:13]4[CH3:23])[C:10](=[O:24])[O:9][C:5]=2[CH:6]=[CH:7][CH:8]=1.CC(C[AlH]CC(C)C)C.CCOC(C)=O.[C@H](O)(C([O-])=O)[C@@H](O)C([O-])=O.[Na+].[K+], predict the reaction product. The product is: [CH3:1][O:2][C:3]1[C:4]2[C:20]3[C:11](=[C:12]4[C:17](=[CH:18][CH:19]=3)[NH:16][C:15]([CH3:21])([CH3:22])[CH:14]=[C:13]4[CH3:23])[CH:10]([OH:24])[O:9][C:5]=2[CH:6]=[CH:7][CH:8]=1. (4) Given the reactants [Cl:1][C:2]1[CH:3]=[CH:4][C:5]([O:18][CH2:19][C:20]2[CH:25]=[CH:24][C:23]([F:26])=[CH:22][C:21]=2[F:27])=[C:6]([CH2:8][N:9]2[C:13]([CH3:14])=[CH:12][C:11](C(O)=O)=[N:10]2)[CH:7]=1.C1(P([N:42]=[N+]=[N-])(C2C=CC=CC=2)=O)C=CC=CC=1.[CH3:45][C:46]([O:49][CH:50]([N:52]1[CH2:57][CH2:56][CH:55]([CH2:58][OH:59])[CH2:54][CH2:53]1)[OH:51])([CH3:48])[CH3:47].CCO[C:63](C)=[O:64], predict the reaction product. The product is: [Cl:1][C:2]1[CH:3]=[CH:4][C:5]([O:18][CH2:19][C:20]2[CH:25]=[CH:24][C:23]([F:26])=[CH:22][C:21]=2[F:27])=[C:6]([CH2:8][N:9]2[C:13]([CH3:14])=[CH:12][C:11]([NH:42][C:63]([O:59][CH2:58][CH:55]3[CH2:54][CH2:53][N:52]([C:50]([O:49][C:46]([CH3:45])([CH3:47])[CH3:48])=[O:51])[CH2:57][CH2:56]3)=[O:64])=[N:10]2)[CH:7]=1. (5) Given the reactants [Si:1]([O:8][CH2:9][C:10]1[CH:15]=[CH:14][C:13]([O:16][CH2:17][O:18][CH3:19])=[CH:12][N:11]=1)([C:4]([CH3:7])([CH3:6])[CH3:5])([CH3:3])[CH3:2].CCCCCC.C([Li])CCC.[F:31]N(S(C1C=CC=CC=1)(=O)=O)S(C1C=CC=CC=1)(=O)=O, predict the reaction product. The product is: [Si:1]([O:8][CH2:9][C:10]1[CH:15]=[C:14]([F:31])[C:13]([O:16][CH2:17][O:18][CH3:19])=[CH:12][N:11]=1)([C:4]([CH3:7])([CH3:6])[CH3:5])([CH3:2])[CH3:3]. (6) The product is: [O:19]1[C:20]2[C:12]([C:2]([CH3:1])([CH3:11])[CH2:3][C:4]([CH2:6][NH:37][C:36]3[N:35]=[C:34]([CH3:38])[N:33]=[C:32]4[N:28]([C:25]5[CH:26]=[CH:27][C:22]([F:21])=[CH:23][CH:24]=5)[N:29]=[CH:30][C:31]=34)([OH:5])[C:7]([F:10])([F:8])[F:9])=[CH:13][CH:14]=[CH:15][C:16]=2[CH2:17][CH2:18]1. Given the reactants [CH3:1][C:2]([C:12]1[C:20]2[O:19][CH2:18][CH2:17][C:16]=2[CH:15]=[CH:14][CH:13]=1)([CH3:11])[CH2:3][C:4]1([C:7]([F:10])([F:9])[F:8])[CH2:6][O:5]1.[F:21][C:22]1[CH:27]=[CH:26][C:25]([N:28]2[C:32]3=[N:33][C:34]([CH3:38])=[N:35][C:36]([NH2:37])=[C:31]3[CH:30]=[N:29]2)=[CH:24][CH:23]=1, predict the reaction product. (7) Given the reactants [CH3:1][CH:2]([CH3:18])[CH2:3][N:4]1[C:16]2[C:15]3[N:14]=[CH:13][CH:12]=[CH:11][C:10]=3[N:9]=[C:8]([NH2:17])[C:7]=2[N:6]=[CH:5]1.[CH3:19][S:20]([OH:23])(=[O:22])=[O:21], predict the reaction product. The product is: [OH2:21].[CH3:19][S:20]([OH:23])(=[O:22])=[O:21].[CH3:1][CH:2]([CH3:18])[CH2:3][N:4]1[C:16]2[C:15]3[N:14]=[CH:13][CH:12]=[CH:11][C:10]=3[N:9]=[C:8]([NH2:17])[C:7]=2[N:6]=[CH:5]1. (8) Given the reactants [NH2:1][C:2]1[S:3][C@:4]2([C:21]([N:23]([CH3:25])[CH3:24])=[O:22])[C@H:6]([C@:7]([C:10]3[CH:15]=[C:14]([N+:16]([O-])=O)[CH:13]=[C:12]([F:19])[C:11]=3[F:20])([CH3:9])[N:8]=1)[CH2:5]2, predict the reaction product. The product is: [NH2:1][C:2]1[S:3][C@:4]2([C:21]([N:23]([CH3:24])[CH3:25])=[O:22])[C@H:6]([C@:7]([C:10]3[CH:15]=[C:14]([NH2:16])[CH:13]=[C:12]([F:19])[C:11]=3[F:20])([CH3:9])[N:8]=1)[CH2:5]2. (9) The product is: [NH2:8][C@H:9]1[C@H:14]([CH:15]2[CH2:20][CH2:19][CH2:18][CH2:17][CH2:16]2)[CH2:13][CH2:12][N:11]([C:21]([O:23][CH2:24][C:25]2[CH:26]=[CH:27][CH:28]=[CH:29][CH:30]=2)=[O:22])[CH2:10]1. Given the reactants C(OC([NH:8][C@H:9]1[C@H:14]([CH:15]2[CH2:20][CH2:19][CH2:18][CH2:17][CH2:16]2)[CH2:13][CH2:12][N:11]([C:21]([O:23][CH2:24][C:25]2[CH:30]=[CH:29][CH:28]=[CH:27][CH:26]=2)=[O:22])[CH2:10]1)=O)(C)(C)C.[OH-].[Na+], predict the reaction product.